Predict which catalyst facilitates the given reaction. From a dataset of Catalyst prediction with 721,799 reactions and 888 catalyst types from USPTO. (1) Reactant: C(OC(=O)[NH:10][C:11]1([CH3:25])[CH2:16][CH2:15][N:14]([C:17]([C:19]2[CH:24]=[CH:23][N:22]=[CH:21][CH:20]=2)=[O:18])[CH2:13][CH2:12]1)C1C=CC=CC=1.I[Si](C)(C)C. Product: [NH2:10][C:11]1([CH3:25])[CH2:16][CH2:15][N:14]([C:17]([C:19]2[CH:20]=[CH:21][N:22]=[CH:23][CH:24]=2)=[O:18])[CH2:13][CH2:12]1. The catalyst class is: 10. (2) Reactant: [Cl-].[Al+3].[Cl-].[Cl-].[N+:5]([C:8]1[C:13]([OH:14])=[CH:12][CH:11]=[CH:10][C:9]=1[OH:15])([O-:7])=[O:6].[C:16](OC(=O)C)(=[O:18])[CH3:17]. Product: [OH:14][C:13]1[C:8]([N+:5]([O-:7])=[O:6])=[C:9]([OH:15])[CH:10]=[CH:11][C:12]=1[C:16](=[O:18])[CH3:17]. The catalyst class is: 641. (3) Reactant: [CH:1]([O:4][C:5]1[C:10]([NH:11][C:12]2[C:13]3[C:20]([CH3:21])=[C:19]([C:22]([O:24]C)=[O:23])[S:18][C:14]=3[N:15]=[CH:16][N:17]=2)=[CH:9][CH:8]=[CH:7][N:6]=1)([CH3:3])[CH3:2].[OH-].[Na+]. Product: [CH:1]([O:4][C:5]1[C:10]([NH:11][C:12]2[C:13]3[C:20]([CH3:21])=[C:19]([C:22]([OH:24])=[O:23])[S:18][C:14]=3[N:15]=[CH:16][N:17]=2)=[CH:9][CH:8]=[CH:7][N:6]=1)([CH3:3])[CH3:2]. The catalyst class is: 5. (4) Reactant: C([Li])CCC.[C:6]([O:10][C:11]([N:13]1[CH2:19][CH2:18][CH2:17][N:16]([C:20]2[S:21][CH:22]=[CH:23][N:24]=2)[CH2:15][CH2:14]1)=[O:12])([CH3:9])([CH3:8])[CH3:7].[F:25][C:26]1[N:37]=[CH:36][CH:35]=[CH:34][C:27]=1[C:28](N(OC)C)=[O:29]. Product: [F:25][C:26]1[N:37]=[CH:36][CH:35]=[CH:34][C:27]=1[C:28]([C:22]1[S:21][C:20]([N:16]2[CH2:17][CH2:18][CH2:19][N:13]([C:11]([O:10][C:6]([CH3:9])([CH3:7])[CH3:8])=[O:12])[CH2:14][CH2:15]2)=[N:24][CH:23]=1)=[O:29]. The catalyst class is: 7. (5) Reactant: [Br:1][C:2]1[CH:10]=[C:9]2[C:5]([CH2:6][C:7]3([CH2:22][CH2:21][C:20]4(OCC[O:23]4)[CH2:19][CH2:18]3)[C:8]2=[N:11]S(C(C)(C)C)=O)=[CH:4][CH:3]=1.Cl. Product: [Br:1][C:2]1[CH:10]=[C:9]2[C:5]([CH2:6][C:7]3([CH2:22][CH2:21][C:20](=[O:23])[CH2:19][CH2:18]3)[C:8]2=[NH:11])=[CH:4][CH:3]=1. The catalyst class is: 12. (6) Reactant: CI.[Br:3][C:4]1[CH:5]=[C:6]([CH:9]=[CH:10][C:11]=1[CH:12]1[NH:17][C:16](=[O:18])[N:15]([C:19]2[CH:24]=[CH:23][CH:22]=[C:21]([C:25]([F:28])([F:27])[F:26])[CH:20]=2)[C:14]2[CH2:29][CH2:30][NH:31][C:32](=[O:33])[C:13]1=2)[C:7]#[N:8].[C:34](=O)([O-])[O-].[Cs+].[Cs+]. Product: [Br:3][C:4]1[CH:5]=[C:6]([CH:9]=[CH:10][C:11]=1[CH:12]1[N:17]([CH3:34])[C:16](=[O:18])[N:15]([C:19]2[CH:24]=[CH:23][CH:22]=[C:21]([C:25]([F:26])([F:28])[F:27])[CH:20]=2)[C:14]2[CH2:29][CH2:30][NH:31][C:32](=[O:33])[C:13]1=2)[C:7]#[N:8]. The catalyst class is: 405.